This data is from HIV replication inhibition screening data with 41,000+ compounds from the AIDS Antiviral Screen. The task is: Binary Classification. Given a drug SMILES string, predict its activity (active/inactive) in a high-throughput screening assay against a specified biological target. (1) The compound is CCOC(=O)C1SCCC1(C)O. The result is 0 (inactive). (2) The drug is CCCC[IH2](O)OS(=O)(=O)c1ccc(C)cc1. The result is 0 (inactive). (3) The molecule is N#Cc1c(-c2ccco2)cc(-c2ccc(N)cc2)nc1O. The result is 0 (inactive). (4) The drug is CCn1c(=O)c2c3ccc(OC)cc3[nH]c2c2ccc(OC)cc21. The result is 0 (inactive). (5) The compound is O=C1CC2(CCC(O)(c3ccc(Cl)cc3)C(C(=O)c3ccc(Cl)cc3)C2)C(=O)c2ccccc2N1. The result is 0 (inactive). (6) The drug is CC(C)Sc1nncc(C(=N)NO)n1. The result is 0 (inactive). (7) The compound is CC(NC(=O)CNC(=O)C(N)CO)C(=O)NC(CCC(=O)O)C(=O)NC(CCCCN)C(=O)NC(C(=O)NC(CCC(N)=O)C(=O)NC(CCC(=O)O)C(=O)NC(CCC(N)=O)C(=O)NC(CCCNC(=N)N)C(=O)NC(C)C(=O)NC(CC(N)=O)C(=O)NC(C)C(=O)NC(Cc1cnc[nH]1)C(=O)NC(CO)C(=O)O)C(C)O. The result is 0 (inactive). (8) The compound is CC(=CC=CC(C)CCCc1ccoc1)CCCC(C)C=C1OC(=O)C(C)=C1O. The result is 0 (inactive).